Task: Predict the reactants needed to synthesize the given product.. Dataset: Full USPTO retrosynthesis dataset with 1.9M reactions from patents (1976-2016) Given the product [CH2:23]([O:14][C:3]1[C:2]([Br:1])=[CH:7][C:6]([Br:8])=[CH:5][C:4]=1[CH2:9][C:10]([O:12][CH3:13])=[O:11])[C:24]1[CH:29]=[CH:28][CH:27]=[CH:26][CH:25]=1, predict the reactants needed to synthesize it. The reactants are: [Br:1][C:2]1[C:3]([OH:14])=[C:4]([CH2:9][C:10]([O:12][CH3:13])=[O:11])[CH:5]=[C:6]([Br:8])[CH:7]=1.C(=O)([O-])[O-].[K+].[K+].[I-].[K+].[CH2:23](Br)[C:24]1[CH:29]=[CH:28][CH:27]=[CH:26][CH:25]=1.